Dataset: Full USPTO retrosynthesis dataset with 1.9M reactions from patents (1976-2016). Task: Predict the reactants needed to synthesize the given product. (1) The reactants are: [N+:1]([C:4]1[CH:9]=[CH:8][C:7](/[CH:10]=[CH:11]\[C:12]2[N:13]=[C:14]([NH:17][C:18](=[O:20])[CH3:19])[S:15][CH:16]=2)=[CH:6][CH:5]=1)([O-])=O.[H][H]. Given the product [NH2:1][C:4]1[CH:9]=[CH:8][C:7]([CH2:10][CH2:11][C:12]2[N:13]=[C:14]([NH:17][C:18](=[O:20])[CH3:19])[S:15][CH:16]=2)=[CH:6][CH:5]=1, predict the reactants needed to synthesize it. (2) The reactants are: [CH3:1][N:2]([CH3:8])[C:3](=[O:7])[C:4](O)=[O:5].O.OC1C2N=NNC=2C=CC=1.[N:20]1([C:26]2[N:34]=[C:33]([C:35]3[CH:36]=[N:37][C:38]([NH:41][C:42](=[O:48])[O:43][C:44]([CH3:47])([CH3:46])[CH3:45])=[N:39][CH:40]=3)[N:32]=[C:31]3[C:27]=2[N:28]=[C:29]([N:54]2[CH2:59][CH2:58][NH:57][CH2:56][CH2:55]2)[N:30]3[CH2:49][C:50]([F:53])([F:52])[F:51])[CH2:25][CH2:24][O:23][CH2:22][CH2:21]1.Cl.C(N=C=NCCCN(C)C)C.C(N(CC)CC)C. Given the product [CH3:1][N:2]([C:3](=[O:7])[C:4]([N:57]1[CH2:56][CH2:55][N:54]([C:29]2[N:30]([CH2:49][C:50]([F:51])([F:52])[F:53])[C:31]3[C:27]([N:28]=2)=[C:26]([N:20]2[CH2:21][CH2:22][O:23][CH2:24][CH2:25]2)[N:34]=[C:33]([C:35]2[CH:40]=[N:39][C:38]([NH:41][C:42](=[O:48])[O:43][C:44]([CH3:47])([CH3:46])[CH3:45])=[N:37][CH:36]=2)[N:32]=3)[CH2:59][CH2:58]1)=[O:5])[CH3:8], predict the reactants needed to synthesize it. (3) Given the product [CH3:6][N:7]1[C:11]([C:12]2[CH:17]=[CH:16][CH:15]=[CH:14][CH:13]=2)=[CH:10][C:9]([CH2:18][OH:19])=[N:8]1, predict the reactants needed to synthesize it. The reactants are: [BH4-].[Na+].[Cl-].[Ca+2].[Cl-].[CH3:6][N:7]1[C:11]([C:12]2[CH:17]=[CH:16][CH:15]=[CH:14][CH:13]=2)=[CH:10][C:9]([C:18](OCC)=[O:19])=[N:8]1.[OH-].[Na+]. (4) Given the product [Cl:13][CH2:14][CH2:15][CH2:16][CH2:17][N:7]1[C:6]2[CH:10]=[C:2]([F:1])[CH:3]=[CH:4][C:5]=2[N:9]=[N:8]1, predict the reactants needed to synthesize it. The reactants are: [F:1][C:2]1[CH:3]=[CH:4][C:5]2[N:9]=[N:8][NH:7][C:6]=2[CH:10]=1.[OH-].[Na+].[Cl:13][CH2:14][CH2:15][CH2:16][CH2:17]Br. (5) Given the product [Cl:1][C:2]1[CH:10]=[C:9]([Cl:11])[C:8]([O:12][CH3:13])=[C:7]2[C:3]=1[CH2:4][CH2:5][CH:6]2[NH:14][C:15]1[CH:24]=[CH:23][C:22]2[C:17](=[CH:18][CH:19]=[C:20]([NH2:25])[CH:21]=2)[N:16]=1, predict the reactants needed to synthesize it. The reactants are: [Cl:1][C:2]1[CH:10]=[C:9]([Cl:11])[C:8]([O:12][CH3:13])=[C:7]2[C:3]=1[CH2:4][CH2:5][CH:6]2[NH:14][C:15]1[CH:24]=[CH:23][C:22]2[C:17](=[CH:18][CH:19]=[C:20]([N+:25]([O-])=O)[CH:21]=2)[N:16]=1.[Cl-].[NH4+]. (6) Given the product [I:22][C:9]1[S:8][C:3]2[CH:4]=[C:5]([CH:6]=[O:7])[S:1][C:2]=2[CH:10]=1, predict the reactants needed to synthesize it. The reactants are: [S:1]1[C:5]([CH:6]=[O:7])=[CH:4][C:3]2[S:8][CH:9]=[CH:10][C:2]1=2.C(O)(=O)C.C1C(=O)N([I:22])C(=O)C1.